Task: Predict the product of the given reaction.. Dataset: Forward reaction prediction with 1.9M reactions from USPTO patents (1976-2016) (1) Given the reactants [CH:1]([C:3]1[C:23]([O:24][CH3:25])=[CH:22][C:6]2[CH2:7][C:8]3[CH:21]=[CH:20][CH:19]=[CH:18][C:9]=3[CH:10]([CH2:12][C:13]([O:15][CH2:16][CH3:17])=[O:14])[CH2:11][C:5]=2[CH:4]=1)=O.Cl, predict the reaction product. The product is: [CH3:25][O:24][C:23]1[C:3]([CH3:1])=[CH:4][C:5]2[CH2:11][CH:10]([CH2:12][C:13]([O:15][CH2:16][CH3:17])=[O:14])[C:9]3[CH:18]=[CH:19][CH:20]=[CH:21][C:8]=3[CH2:7][C:6]=2[CH:22]=1. (2) Given the reactants [Cl:1][C:2]1[CH:9]=[CH:8][C:5]([C:6]#[N:7])=[C:4]([O:10][C:11]2[CH:16]=[CH:15][CH:14]=[C:13]([CH:17]=O)[CH:12]=2)[CH:3]=1.[CH2:19]([NH2:22])[CH2:20][CH3:21].C([BH3-])#N.[Na+].[C:27]([OH:34])(=[O:33])/[CH:28]=[CH:29]/[C:30]([OH:32])=[O:31], predict the reaction product. The product is: [C:27]([OH:34])(=[O:33])/[CH:28]=[CH:29]/[C:30]([OH:32])=[O:31].[Cl:1][C:2]1[CH:9]=[CH:8][C:5]([C:6]#[N:7])=[C:4]([O:10][C:11]2[CH:16]=[CH:15][CH:14]=[C:13]([CH2:17][NH:22][CH2:19][CH2:20][CH3:21])[CH:12]=2)[CH:3]=1. (3) Given the reactants C([O:5][C:6](=[O:52])[CH2:7][CH:8]1[CH2:13][CH:12]([CH2:14][CH2:15][N:16]2[CH:20](C(C)C)[CH:19](C(=O)NC3C=CC=CC=3)[CH:18](C3C=CC=CC=3)[CH:17]2C2C=CC(F)=CC=2)OB(C2C=CC=CC=2)O1)(C)(C)C.O.[O-2].[Ca+2], predict the reaction product. The product is: [N:16]1([CH2:15][CH2:14][CH2:12][CH2:13][CH2:8][CH2:7][C:6]([OH:52])=[O:5])[CH:20]=[CH:19][CH:18]=[CH:17]1. (4) Given the reactants Cl[C:2]1[CH:7]=[C:6]([C:8]2[CH:17]=[CH:16][C:15]3[C:10](=[CH:11][CH:12]=[CH:13][CH:14]=3)[CH:9]=2)[N:5]=[CH:4][N:3]=1.[CH3:18][C:19]1[CH:24]=[CH:23][C:22]([CH3:25])=[CH:21][C:20]=1B(O)O.C(=O)([O-])[O-].[Na+].[Na+], predict the reaction product. The product is: [CH3:18][C:19]1[CH:24]=[CH:23][C:22]([CH3:25])=[CH:21][C:20]=1[C:2]1[CH:7]=[C:6]([C:8]2[CH:17]=[CH:16][C:15]3[C:10](=[CH:11][CH:12]=[CH:13][CH:14]=3)[CH:9]=2)[N:5]=[CH:4][N:3]=1. (5) The product is: [NH2:16][CH2:15][CH:12]1[CH2:13][CH2:14][N:9]([CH2:8][C:2]2([OH:1])[CH2:7][CH2:6][O:5][CH2:4][CH2:3]2)[CH2:10][CH2:11]1. Given the reactants [OH:1][C:2]1([CH2:8][N:9]2[CH2:14][CH2:13][CH:12]([CH2:15][NH:16]C(=O)OCC3C=CC=CC=3)[CH2:11][CH2:10]2)[CH2:7][CH2:6][O:5][CH2:4][CH2:3]1, predict the reaction product.